This data is from Acute oral toxicity (LD50) regression data from Zhu et al.. The task is: Regression/Classification. Given a drug SMILES string, predict its toxicity properties. Task type varies by dataset: regression for continuous values (e.g., LD50, hERG inhibition percentage) or binary classification for toxic/non-toxic outcomes (e.g., AMES mutagenicity, cardiotoxicity, hepatotoxicity). Dataset: ld50_zhu. (1) The drug is CC(C)(CCl)c1cc(Cl)nnc1Cl. The rat oral LD50 is 2.38, given as -log10 of the dose in mol/kg body weight (higher means more acutely toxic). (2) The molecule is CC(C)(c1ccc(OCC2CO2)cc1)c1ccc(OCC2CO2)cc1. The rat oral LD50 is 1.49, given as -log10 of the dose in mol/kg body weight (higher means more acutely toxic). (3) The molecule is O=C1CC(=O)N(c2ccccc2)N1c1ccccc1. The rat oral LD50 is 2.40, given as -log10 of the dose in mol/kg body weight (higher means more acutely toxic). (4) The molecule is COc1ccc(C2=Cc3ccccc3OC2c2ccc(OCCN3CCCCC3)cc2)cc1. The rat oral LD50 is 1.95, given as -log10 of the dose in mol/kg body weight (higher means more acutely toxic). (5) The compound is C=COCC(C)C. The rat oral LD50 is 0.770, given as -log10 of the dose in mol/kg body weight (higher means more acutely toxic). (6) The drug is CN(C)C(=O)Nc1ccc(-n2nc(C(C)(C)C)oc2=O)c(Cl)c1. The rat oral LD50 is 2.53, given as -log10 of the dose in mol/kg body weight (higher means more acutely toxic). (7) The drug is O=C(Cl)c1cccc([N+](=O)[O-])c1. The rat oral LD50 is 1.88, given as -log10 of the dose in mol/kg body weight (higher means more acutely toxic).